Task: Predict which catalyst facilitates the given reaction.. Dataset: Catalyst prediction with 721,799 reactions and 888 catalyst types from USPTO (1) Reactant: [CH:1]([NH2:4])([CH3:3])[CH3:2].[CH2:5]=[C:6]1[O:10][C:8](=[O:9])[CH2:7]1. Product: [O:10]=[C:6]([CH3:5])[CH2:7][C:8]([NH:4][CH:1]([CH3:3])[CH3:2])=[O:9]. The catalyst class is: 7. (2) Reactant: [F:1][C:2]1[CH:35]=[CH:34][C:5]([CH2:6][C:7]2[CH:16]=[C:15]3[C:10]([C:11]([OH:33])=[C:12]([C:26]([NH:28][CH2:29][CH2:30][O:31][CH3:32])=[O:27])[C:13](=[O:25])[N:14]3[CH2:17][CH2:18][N:19]3[CH2:23][CH2:22][CH2:21][C:20]3=[O:24])=[N:9][CH:8]=2)=[CH:4][CH:3]=1.[OH-].[Na+:37]. Product: [F:1][C:2]1[CH:35]=[CH:34][C:5]([CH2:6][C:7]2[CH:16]=[C:15]3[C:10]([C:11]([O-:33])=[C:12]([C:26]([NH:28][CH2:29][CH2:30][O:31][CH3:32])=[O:27])[C:13](=[O:25])[N:14]3[CH2:17][CH2:18][N:19]3[CH2:23][CH2:22][CH2:21][C:20]3=[O:24])=[N:9][CH:8]=2)=[CH:4][CH:3]=1.[Na+:37]. The catalyst class is: 8. (3) Reactant: [Cl:1][C:2]1[C:32]([Cl:33])=[CH:31][CH:30]=[CH:29][C:3]=1[CH2:4][NH:5][C:6]1[C:11]([N+:12]([O-])=O)=[CH:10][N:9]=[C:8]([NH:15][CH2:16][C@@H:17]2[CH2:21][CH2:20][N:19]([C:22]([O:24][C:25]([CH3:28])([CH3:27])[CH3:26])=[O:23])[CH2:18]2)[CH:7]=1.CO. Product: [NH2:12][C:11]1[C:6]([NH:5][CH2:4][C:3]2[CH:29]=[CH:30][CH:31]=[C:32]([Cl:33])[C:2]=2[Cl:1])=[CH:7][C:8]([NH:15][CH2:16][C@@H:17]2[CH2:21][CH2:20][N:19]([C:22]([O:24][C:25]([CH3:28])([CH3:27])[CH3:26])=[O:23])[CH2:18]2)=[N:9][CH:10]=1. The catalyst class is: 181. (4) Reactant: [CH2:1]([O:3][C:4]([N:6]1[C:15]2[C:10](=[N:11][C:12]([C:16]([O:18]CC3C=CC=CC=3)=[O:17])=[CH:13][CH:14]=2)[C@@H:9]([NH:26][C:27]2[N:32]=[C:31]([CH2:33][C:34]3[CH:39]=[C:38]([C:40]([F:43])([F:42])[F:41])[CH:37]=[C:36]([C:44]([F:47])([F:46])[F:45])[CH:35]=3)[C:30]([O:48][CH2:49][CH2:50][CH2:51][C:52]([O:54][CH2:55][CH3:56])=[O:53])=[CH:29][N:28]=2)[CH2:8][C@H:7]1[CH2:57][CH3:58])=[O:5])[CH3:2]. Product: [CH2:1]([O:3][C:4]([N:6]1[C:15]2[C:10](=[N:11][C:12]([C:16]([OH:18])=[O:17])=[CH:13][CH:14]=2)[C@@H:9]([NH:26][C:27]2[N:32]=[C:31]([CH2:33][C:34]3[CH:39]=[C:38]([C:40]([F:41])([F:42])[F:43])[CH:37]=[C:36]([C:44]([F:47])([F:46])[F:45])[CH:35]=3)[C:30]([O:48][CH2:49][CH2:50][CH2:51][C:52]([O:54][CH2:55][CH3:56])=[O:53])=[CH:29][N:28]=2)[CH2:8][C@H:7]1[CH2:57][CH3:58])=[O:5])[CH3:2]. The catalyst class is: 178. (5) Reactant: [Cl:1][C:2]1[CH:10]=[C:9]2[C:5]([C:6]([C:12]3[N:13]=[C:14]4[C:20]([C:21]([OH:23])=O)=[CH:19][N:18]([CH2:24][O:25][CH2:26][CH2:27][Si:28]([CH3:31])([CH3:30])[CH3:29])[C:15]4=[N:16][CH:17]=3)=[N:7][N:8]2[CH3:11])=[CH:4][CH:3]=1.C(Cl)CCl.C1C=CC2N(O)N=NC=2C=1.[CH3:46][C:47]([NH2:50])([CH3:49])[CH3:48]. The catalyst class is: 39. Product: [C:47]([NH:50][C:21]([C:20]1[C:14]2[C:15](=[N:16][CH:17]=[C:12]([C:6]3[C:5]4[C:9](=[CH:10][C:2]([Cl:1])=[CH:3][CH:4]=4)[N:8]([CH3:11])[N:7]=3)[N:13]=2)[N:18]([CH2:24][O:25][CH2:26][CH2:27][Si:28]([CH3:31])([CH3:29])[CH3:30])[CH:19]=1)=[O:23])([CH3:49])([CH3:48])[CH3:46]. (6) Reactant: C[Si]([N-][Si](C)(C)C)(C)C.[Na+].[CH3:11][O:12][C:13]1[CH:18]=[CH:17][C:16]([C@H:19]([N:21]2[CH:29]([CH3:30])[C:28]3[C:23](=[CH:24][C:25]([C:31]4[CH:32]=[N:33][N:34]([CH:36]5[CH2:41][CH2:40][CH2:39][CH2:38][O:37]5)[CH:35]=4)=[CH:26][CH:27]=3)[C:22]2=[O:42])[CH3:20])=[CH:15][CH:14]=1.Cl[C:44]1[C:49]([F:50])=[C:48]([Cl:51])[N:47]=[CH:46][N:45]=1. Product: [Cl:51][C:48]1[N:47]=[CH:46][N:45]=[C:44]([C:29]2([CH3:30])[C:28]3[C:23](=[CH:24][C:25]([C:31]4[CH:32]=[N:33][N:34]([CH:36]5[CH2:41][CH2:40][CH2:39][CH2:38][O:37]5)[CH:35]=4)=[CH:26][CH:27]=3)[C:22](=[O:42])[N:21]2[C@@H:19]([C:16]2[CH:15]=[CH:14][C:13]([O:12][CH3:11])=[CH:18][CH:17]=2)[CH3:20])[C:49]=1[F:50]. The catalyst class is: 355.